From a dataset of NCI-60 drug combinations with 297,098 pairs across 59 cell lines. Regression. Given two drug SMILES strings and cell line genomic features, predict the synergy score measuring deviation from expected non-interaction effect. (1) Drug 1: C1CCN(CC1)CCOC2=CC=C(C=C2)C(=O)C3=C(SC4=C3C=CC(=C4)O)C5=CC=C(C=C5)O. Drug 2: CC1=C(C=C(C=C1)NC(=O)C2=CC=C(C=C2)CN3CCN(CC3)C)NC4=NC=CC(=N4)C5=CN=CC=C5. Cell line: SF-268. Synergy scores: CSS=-2.10, Synergy_ZIP=2.53, Synergy_Bliss=3.32, Synergy_Loewe=-1.03, Synergy_HSA=-0.810. (2) Drug 1: CC1=C(C=C(C=C1)NC(=O)C2=CC=C(C=C2)CN3CCN(CC3)C)NC4=NC=CC(=N4)C5=CN=CC=C5. Drug 2: C1=NNC2=C1C(=O)NC=N2. Cell line: MCF7. Synergy scores: CSS=-4.21, Synergy_ZIP=2.08, Synergy_Bliss=-0.328, Synergy_Loewe=-1.31, Synergy_HSA=-3.10.